From a dataset of Catalyst prediction with 721,799 reactions and 888 catalyst types from USPTO. Predict which catalyst facilitates the given reaction. Reactant: [CH:1]([N:4]([CH2:8][CH2:9][CH:10]([C:17]1[CH:22]=[C:21]([CH3:23])[CH:20]=[CH:19][C:18]=1[O:24]C)[C:11]1[CH:16]=[CH:15][CH:14]=[CH:13][CH:12]=1)[CH:5]([CH3:7])[CH3:6])([CH3:3])[CH3:2].[BrH:26].O. Product: [CH3:23][C:21]1[CH:20]=[CH:19][C:18]([OH:24])=[C:17]([CH:10]([C:11]2[CH:12]=[CH:13][CH:14]=[CH:15][CH:16]=2)[CH2:9][CH2:8][N:4]([CH:5]([CH3:7])[CH3:6])[CH:1]([CH3:2])[CH3:3])[CH:22]=1.[BrH:26]. The catalyst class is: 15.